Dataset: Acute oral toxicity (LD50) regression data from Zhu et al.. Task: Regression/Classification. Given a drug SMILES string, predict its toxicity properties. Task type varies by dataset: regression for continuous values (e.g., LD50, hERG inhibition percentage) or binary classification for toxic/non-toxic outcomes (e.g., AMES mutagenicity, cardiotoxicity, hepatotoxicity). Dataset: ld50_zhu. The compound is Cc1nc(C)c(Cl)c(O)c1Cl. The rat oral LD50 is 1.03, given as -log10 of the dose in mol/kg body weight (higher means more acutely toxic).